From a dataset of Full USPTO retrosynthesis dataset with 1.9M reactions from patents (1976-2016). Predict the reactants needed to synthesize the given product. (1) Given the product [F:17][C:18]1[CH:19]=[C:20]([N:33]2[CH2:37][C@H:36]([CH2:38][N:39]3[CH:43]=[CH:42][N:41]=[N:40]3)[O:35][C:34]2=[O:44])[CH:21]=[CH:22][C:23]=1[C:2]1[CH:7]=[N:6][C:5]([C:8](=[O:16])[CH2:9][N:10]2[CH:14]=[C:13]([CH3:15])[N:12]=[CH:11]2)=[CH:4][CH:3]=1, predict the reactants needed to synthesize it. The reactants are: Br[C:2]1[CH:3]=[CH:4][C:5]([C:8](=[O:16])[CH2:9][N:10]2[CH:14]=[C:13]([CH3:15])[N:12]=[CH:11]2)=[N:6][CH:7]=1.[F:17][C:18]1[CH:19]=[C:20]([N:33]2[CH2:37][C@H:36]([CH2:38][N:39]3[CH:43]=[CH:42][N:41]=[N:40]3)[O:35][C:34]2=[O:44])[CH:21]=[CH:22][C:23]=1B1OC(C)(C)C(C)(C)O1.C(=O)([O-])[O-].[Na+].[Na+]. (2) Given the product [CH2:6]([O:5][CH2:4][CH2:3][CH2:2][SiH:14]([CH:16]([CH3:18])[CH3:17])[CH:11]([CH3:13])[CH3:12])[CH3:7], predict the reactants needed to synthesize it. The reactants are: Br[CH2:2][CH2:3][CH2:4][O:5][CH2:6][CH3:7].[Mg].II.[CH:11]([SiH:14]([CH:16]([CH3:18])[CH3:17])Cl)([CH3:13])[CH3:12].[Cl-].[NH4+]. (3) Given the product [CH3:13][C:9]1([CH3:14])[N:6]2[C:7](=[O:8])[C:2]([NH:32][C:33]3[CH:38]=[CH:37][N:36]=[CH:35][N:34]=3)=[CH:3][CH:4]=[C:5]2[C:11](=[O:12])[NH:10]1, predict the reactants needed to synthesize it. The reactants are: Cl[C:2]1[C:7](=[O:8])[N:6]2[C:9]([CH3:14])([CH3:13])[NH:10][C:11](=[O:12])[C:5]2=[CH:4][CH:3]=1.COC1C=CC(CN2CCN3C(=O)C([NH:32][C:33]4[CH:38]=[CH:37][N:36]=[CH:35][N:34]=4)=CC=C3C2=O)=CC=1.CC(C1C=C(C(C)C)C(C2C(P(C3CCCCC3)C3CCCCC3)=C(OC)C=CC=2OC)=C(C(C)C)C=1)C.C(=O)([O-])[O-].[Cs+].[Cs+].